This data is from TCR-epitope binding with 47,182 pairs between 192 epitopes and 23,139 TCRs. The task is: Binary Classification. Given a T-cell receptor sequence (or CDR3 region) and an epitope sequence, predict whether binding occurs between them. (1) The TCR CDR3 sequence is CASSYGTGALYEQYF. Result: 1 (the TCR binds to the epitope). The epitope is YFPLQSYGF. (2) The epitope is YSEHPTFTSQY. The TCR CDR3 sequence is CASSSGLAVFQETQYF. Result: 0 (the TCR does not bind to the epitope). (3) The epitope is HTTDPSFLGRY. The TCR CDR3 sequence is CASSTPGTSGRPIYEQYF. Result: 1 (the TCR binds to the epitope).